Task: Predict the reaction yield, written as a fraction of the theoretical maximum amount of product (1.0 means a 100% yield; for example, 0.34 means a 34% yield).. Dataset: Reaction yield outcomes from USPTO patents with 853,638 reactions (1) The reactants are [F:1][C:2]1[CH:21]=[CH:20][CH:19]=[CH:18][C:3]=1[CH2:4][N:5]1[C:9]([C:10]2[S:11][CH:12]=[CH:13][N:14]=2)=[N:8][C:7]([C:15]([NH2:17])=O)=[N:6]1.FC(F)(F)C(OC(=O)C(F)(F)F)=O.C([O-])(O)=O.[Na+]. The catalyst is N1C=CC=CC=1. The product is [F:1][C:2]1[CH:21]=[CH:20][CH:19]=[CH:18][C:3]=1[CH2:4][N:5]1[C:9]([C:10]2[S:11][CH:12]=[CH:13][N:14]=2)=[N:8][C:7]([C:15]#[N:17])=[N:6]1. The yield is 0.880. (2) The reactants are [CH3:1][O:2][C:3]1[CH:4]=[C:5]2[C:10](=[CH:11][C:12]=1[N+:13]([O-])=O)[N:9]1[C:16]([C:24]3[S:25][CH:26]=[CH:27][CH:28]=3)=[N:17][C:18]([C:19]([O:21][CH2:22][CH3:23])=[O:20])=[C:8]1[CH2:7][CH2:6]2. The product is [NH2:13][C:12]1[CH:11]=[C:10]2[C:5]([CH2:6][CH2:7][C:8]3[N:9]2[C:16]([C:24]2[S:25][CH:26]=[CH:27][CH:28]=2)=[N:17][C:18]=3[C:19]([O:21][CH2:22][CH3:23])=[O:20])=[CH:4][C:3]=1[O:2][CH3:1]. The catalyst is CCO.[Pd]. The yield is 0.970.